This data is from Reaction yield outcomes from USPTO patents with 853,638 reactions. The task is: Predict the reaction yield, written as a fraction of the theoretical maximum amount of product (1.0 means a 100% yield; for example, 0.34 means a 34% yield). (1) The reactants are CC1C=CC(S(O[CH2:12][CH2:13][CH2:14][C:15]2[C:23]3[C:18](=[CH:19][CH:20]=[C:21]([F:24])[CH:22]=3)[NH:17][CH:16]=2)(=O)=O)=CC=1.[N:25]1([C:31]2[N:36]=[C:35]([C:37]([NH2:39])=[O:38])[CH:34]=[CH:33][N:32]=2)[CH2:30][CH2:29][NH:28][CH2:27][CH2:26]1.C(=O)([O-])[O-].[K+].[K+].[I-].[K+]. The catalyst is C(#N)C. The product is [F:24][C:21]1[CH:22]=[C:23]2[C:18](=[CH:19][CH:20]=1)[NH:17][CH:16]=[C:15]2[CH2:14][CH2:13][CH2:12][N:28]1[CH2:29][CH2:30][N:25]([C:31]2[N:36]=[C:35]([C:37]([NH2:39])=[O:38])[CH:34]=[CH:33][N:32]=2)[CH2:26][CH2:27]1. The yield is 0.850. (2) The reactants are C[O:2][C:3](=[O:34])[C:4]1[CH:9]=[C:8]([NH2:10])[CH:7]=[C:6]([N:11]2[C:15]([CH3:16])=[CH:14][CH:13]=[C:12]2[C:17]2[CH:22]=[C:21]([Cl:23])[CH:20]=[CH:19][C:18]=2[O:24][CH2:25][C:26]2[CH:31]=[CH:30][C:29]([Br:32])=[CH:28][C:27]=2[F:33])[CH:5]=1. The catalyst is CCO.[OH-].[Na+].C(Cl)Cl. The product is [Cl:23][C:21]1[CH:20]=[CH:19][C:18]([O:24][CH2:25][C:26]2[CH:31]=[CH:30][C:29]([Br:32])=[CH:28][C:27]=2[F:33])=[C:17]([C:12]2[N:11]([C:6]3[CH:5]=[C:4]([CH:9]=[C:8]([NH2:10])[CH:7]=3)[C:3]([OH:34])=[O:2])[C:15]([CH3:16])=[CH:14][CH:13]=2)[CH:22]=1. The yield is 0.740. (3) The yield is 0.950. The product is [C:29]([O:33][C:34](=[O:45])[NH:35][C:36]1[CH:41]=[C:40]([Cl:42])[C:39]([O:43][C:15]2[CH:20]=[CH:19][C:18]([O:21][CH3:22])=[C:17]([CH:23]([CH3:24])[CH3:25])[CH:16]=2)=[C:38]([Cl:44])[CH:37]=1)([CH3:32])([CH3:30])[CH3:31]. The catalyst is C(Cl)Cl.[Cu]. The reactants are F[B-](F)(F)F.[CH3:22][O:21][C:18]1[CH:19]=[CH:20][C:15]([I+][C:15]2[CH:20]=[CH:19][C:18]([O:21][CH3:22])=[C:17]([CH:23]([CH3:25])[CH3:24])[CH:16]=2)=[CH:16][C:17]=1[CH:23]([CH3:25])[CH3:24].[C:29]([O:33][C:34](=[O:45])[NH:35][C:36]1[CH:41]=[C:40]([Cl:42])[C:39]([OH:43])=[C:38]([Cl:44])[CH:37]=1)([CH3:32])([CH3:31])[CH3:30]. (4) The catalyst is ClCCl. The product is [CH2:14]([NH:11][S:8]([C:5]1[CH:4]=[CH:3][C:2]([Br:1])=[CH:7][CH:6]=1)(=[O:9])=[O:10])[CH:13]=[CH2:12]. The yield is 0.960. The reactants are [Br:1][C:2]1[CH:7]=[CH:6][C:5]([S:8]([NH2:11])(=[O:10])=[O:9])=[CH:4][CH:3]=1.[CH2:12](N)[CH:13]=[CH2:14].CCOCC. (5) The reactants are [S:1]1[CH:5]=[CH:4][N:3]=[C:2]1[NH:6][C:7]1[CH:15]=[CH:14][C:10]([C:11]([OH:13])=O)=[CH:9][CH:8]=1.C(Cl)CCl.[CH:20]1[CH:21]=[CH:22][C:23]2N(O)[N:27]=[N:26][C:24]=2[CH:25]=1.N(C1N=CC=CC=1[C:34]([O:36][CH2:37][CH3:38])=[O:35])N.C(N(CC)CC)C. The catalyst is C(Cl)Cl.CN(C=O)C. The product is [S:1]1[CH:5]=[CH:4][N:3]=[C:2]1[NH:6][C:7]1[CH:8]=[CH:9][C:10]([C:11]([NH:27][NH:26][C:24]2[CH:25]=[CH:20][CH:21]=[CH:22][C:23]=2[C:34]([O:36][CH2:37][CH3:38])=[O:35])=[O:13])=[CH:14][CH:15]=1. The yield is 0.440.